From a dataset of CYP1A2 inhibition data for predicting drug metabolism from PubChem BioAssay. Regression/Classification. Given a drug SMILES string, predict its absorption, distribution, metabolism, or excretion properties. Task type varies by dataset: regression for continuous measurements (e.g., permeability, clearance, half-life) or binary classification for categorical outcomes (e.g., BBB penetration, CYP inhibition). Dataset: cyp1a2_veith. (1) The drug is COc1ccc2[nH]cc(CCNc3cc(-c4ccoc4)ncn3)c2c1. The result is 1 (inhibitor). (2) The molecule is C=CCSC[C@@H]1Nc2cc(Cl)c(S(N)(=O)=O)cc2S(=O)(=O)N1. The result is 0 (non-inhibitor). (3) The drug is O=C(CCn1c(=O)[nH]c2ccsc2c1=O)Nc1ccc(F)c(F)c1. The result is 0 (non-inhibitor). (4) The molecule is O=C(O)CCC(=O)CCC(=O)c1ccccc1. The result is 0 (non-inhibitor). (5) The molecule is C=C(C)CNCC(=C)C.Oc1c(Cl)c(Cl)c(Cl)c(Cl)c1Cl. The result is 1 (inhibitor). (6) The compound is O=C(CSc1nnc2c(n1)[nH]c1ccc(F)cc12)OCc1ccccc1. The result is 1 (inhibitor). (7) The drug is CN(C)c1ccc(-c2cc(Nc3ccc(F)cc3)ncn2)cc1. The result is 1 (inhibitor). (8) The drug is COc1ccc(OC)c2[nH]c(=O)c(CCNC(=O)c3ccc(S(=O)(=O)N4CCCC4)cc3)cc12. The result is 0 (non-inhibitor). (9) The compound is Cc1cccc(NC(=S)N(CCc2nc3cc(C)c(C)cc3[nH]2)Cc2cccnc2)c1. The result is 1 (inhibitor).